This data is from Full USPTO retrosynthesis dataset with 1.9M reactions from patents (1976-2016). The task is: Predict the reactants needed to synthesize the given product. Given the product [Br:17][C:18]1[CH:19]=[C:20]([C:25]2([C:26]#[N:27])[CH2:15][CH2:14][N:6]([C:7]([O:8][C:9]([CH3:12])([CH3:11])[CH3:10])=[O:13])[CH2:5][CH2:4]2)[CH:21]=[C:22]([F:24])[CH:23]=1, predict the reactants needed to synthesize it. The reactants are: [H-].[Na+].Cl[CH2:4][CH2:5][N:6]([CH2:14][CH2:15]Cl)[C:7](=[O:13])[O:8][C:9]([CH3:12])([CH3:11])[CH3:10].[Br:17][C:18]1[CH:19]=[C:20]([CH2:25][C:26]#[N:27])[CH:21]=[C:22]([F:24])[CH:23]=1.